From a dataset of Forward reaction prediction with 1.9M reactions from USPTO patents (1976-2016). Predict the product of the given reaction. (1) Given the reactants [Cl:1][C:2]1[N:11]=[C:10]([NH:12][CH:13]2[CH2:17][CH2:16][CH2:15][CH2:14]2)[C:9]2[C:4](=[CH:5][CH:6]=[C:7]([N+:18]([O-:20])=[O:19])[CH:8]=2)[N:3]=1.[CH2:21]([NH2:24])[CH:22]=[CH2:23], predict the reaction product. The product is: [ClH:1].[CH2:21]([NH:24][C:2]1[N:11]=[C:10]([NH:12][CH:13]2[CH2:17][CH2:16][CH2:15][CH2:14]2)[C:9]2[C:4](=[CH:5][CH:6]=[C:7]([N+:18]([O-:20])=[O:19])[CH:8]=2)[N:3]=1)[CH:22]=[CH2:23]. (2) Given the reactants [CH2:1]1[C:14]2[C:13]3[CH:12]=[CH:11][CH:10]=[CH:9][C:8]=3[NH:7][C:6]=2[CH:5]2[CH2:15][CH2:16][N:2]1[CH2:3][CH2:4]2.Br[C:18]1[CH:27]=[C:26]2[C:21]([CH:22]=[CH:23][N:24]=[CH:25]2)=[CH:20][CH:19]=1, predict the reaction product. The product is: [CH:25]1[C:26]2[C:21](=[CH:20][CH:19]=[C:18]([N:7]3[C:8]4[CH:9]=[CH:10][CH:11]=[CH:12][C:13]=4[C:14]4[CH2:1][N:2]5[CH2:3][CH2:4][CH:5]([C:6]3=4)[CH2:15][CH2:16]5)[CH:27]=2)[CH:22]=[CH:23][N:24]=1. (3) Given the reactants [C:1]([C:5]1[N:9]([CH2:10][CH:11]2[CH2:16][CH2:15][C:14]([F:18])([F:17])[CH2:13][CH2:12]2)[C:8]2[CH:19]=[CH:20][C:21]([NH2:23])=[CH:22][C:7]=2[N:6]=1)([CH3:4])([CH3:3])[CH3:2].[CH2:24]([S:26](Cl)(=[O:28])=[O:27])[CH3:25].C(O)(C(F)(F)F)=O, predict the reaction product. The product is: [C:1]([C:5]1[N:9]([CH2:10][CH:11]2[CH2:16][CH2:15][C:14]([F:18])([F:17])[CH2:13][CH2:12]2)[C:8]2[CH:19]=[CH:20][C:21]([NH:23][S:26]([CH2:24][CH3:25])(=[O:28])=[O:27])=[CH:22][C:7]=2[N:6]=1)([CH3:4])([CH3:2])[CH3:3]. (4) Given the reactants [NH:1]1[CH2:6][CH2:5][CH2:4][CH:3]([C:7]2[N:8]3[CH2:14][CH2:13][CH2:12][C:9]3=[N:10][N:11]=2)[CH2:2]1.Cl[C:16]1[N:21]=[C:20]([NH2:22])[C:19]([N+:23]([O-:25])=[O:24])=[CH:18][CH:17]=1.C(N(CC)CC)C, predict the reaction product. The product is: [N:10]1[N:11]=[C:7]([CH:3]2[CH2:4][CH2:5][CH2:6][N:1]([C:16]3[N:21]=[C:20]([NH2:22])[C:19]([N+:23]([O-:25])=[O:24])=[CH:18][CH:17]=3)[CH2:2]2)[N:8]2[CH2:14][CH2:13][CH2:12][C:9]=12. (5) Given the reactants C([O:3][C:4](=[O:22])[C:5]1[CH:10]=[C:9]([Br:11])[C:8]([O:12][CH2:13][C:14]([F:17])([F:16])[F:15])=[N:7][C:6]=1[C:18]([F:21])([F:20])[F:19])C.O.[OH-].[Li+].Cl, predict the reaction product. The product is: [Br:11][C:9]1[C:8]([O:12][CH2:13][C:14]([F:15])([F:16])[F:17])=[N:7][C:6]([C:18]([F:21])([F:19])[F:20])=[C:5]([CH:10]=1)[C:4]([OH:22])=[O:3]. (6) Given the reactants [CH:1]1([C:4]2[CH:5]=[C:6]([NH:10][C:11]3[O:12][CH2:13][C:14]4[CH:20]=[C:19]([NH2:21])[CH:18]=[CH:17][C:15]=4[N:16]=3)[CH:7]=[CH:8][CH:9]=2)[CH2:3][CH2:2]1.[CH:22]1([C:25](O)=[O:26])[CH2:24][CH2:23]1, predict the reaction product. The product is: [CH:1]1([C:4]2[CH:5]=[C:6]([NH:10][C:11]3[O:12][CH2:13][C:14]4[CH:20]=[C:19]([NH:21][C:25]([CH:22]5[CH2:24][CH2:23]5)=[O:26])[CH:18]=[CH:17][C:15]=4[N:16]=3)[CH:7]=[CH:8][CH:9]=2)[CH2:3][CH2:2]1.